Dataset: Reaction yield outcomes from USPTO patents with 853,638 reactions. Task: Predict the reaction yield, written as a fraction of the theoretical maximum amount of product (1.0 means a 100% yield; for example, 0.34 means a 34% yield). (1) The reactants are [NH2:1][C:2]1[CH:7]=[CH:6][C:5]([CH2:8][CH2:9][C:10]([O:12][CH2:13][CH3:14])=[O:11])=[C:4]([F:15])[CH:3]=1.[N+:16]([C:19]1[CH:24]=[CH:23][CH:22]=[CH:21][C:20]=1[S:25](Cl)(=[O:27])=[O:26])([O-:18])=[O:17]. The catalyst is N1C=CC=CC=1. The product is [F:15][C:4]1[CH:3]=[C:2]([NH:1][S:25]([C:20]2[CH:21]=[CH:22][CH:23]=[CH:24][C:19]=2[N+:16]([O-:18])=[O:17])(=[O:26])=[O:27])[CH:7]=[CH:6][C:5]=1[CH2:8][CH2:9][C:10]([O:12][CH2:13][CH3:14])=[O:11]. The yield is 0.760. (2) The reactants are Br[C:2]1[CH:27]=[CH:26][C:5]([CH2:6][N:7]2[CH2:12][CH2:11][CH2:10][CH:9]([C:13]3[C:21]4[C:16](=[CH:17][CH:18]=[CH:19][CH:20]=4)[NH:15][C:14]=3[C:22]([OH:25])([CH3:24])[CH3:23])[CH2:8]2)=[C:4]([F:28])[CH:3]=1.[C:29]([O:33][CH3:34])(=[O:32])[CH:30]=[CH2:31].N(C)(C1CCCCC1)C1CCCCC1.O. The catalyst is O1CCOCC1.C(OCC)(=O)C.C1C=CC(/C=C/C(/C=C/C2C=CC=CC=2)=O)=CC=1.C1C=CC(/C=C/C(/C=C/C2C=CC=CC=2)=O)=CC=1.C1C=CC(/C=C/C(/C=C/C2C=CC=CC=2)=O)=CC=1.[Pd].[Pd].P(C(C)(C)C)(C(C)(C)C)C(C)(C)C.F[B-](F)(F)F. The product is [CH3:34][O:33][C:29](=[O:32])/[CH:30]=[CH:31]/[C:2]1[CH:27]=[CH:26][C:5]([CH2:6][N:7]2[CH2:12][CH2:11][CH2:10][CH:9]([C:13]3[C:21]4[C:16](=[CH:17][CH:18]=[CH:19][CH:20]=4)[NH:15][C:14]=3[C:22]([OH:25])([CH3:24])[CH3:23])[CH2:8]2)=[C:4]([F:28])[CH:3]=1. The yield is 0.974. (3) The reactants are C(=O)([O-])[O-].[Cs+].[Cs+].[CH3:7][C:8]1([CH3:45])[CH2:13][N:12]([C:14]2[CH:19]=[CH:18][CH:17]=[CH:16][C:15]=2[CH3:20])[C:11](=[O:21])[CH2:10][N:9]1[CH2:22][C@H:23]([NH:32]S(C1C=CC=CC=1[N+]([O-])=O)(=O)=O)[C@@H:24]1[CH2:28][C@@H:27]([CH2:29][CH3:30])[C:26](=[O:31])[O:25]1.C1(S)C=CC=CC=1.C(=O)(O)[O-].[Na+].[C:58](OC(OC(C)(C)C)=O)([O:60][C:61]([CH3:64])([CH3:63])[CH3:62])=[O:59].N[C@H]([C@@H]1C[C@@H](CC)C(=O)O1)CN1C(C)(C)CN(C2C=CC=CC=2C)C(=O)C1. The catalyst is C(#N)C.[Cl-].[Na+].O.C(OCC)(=O)C.O. The product is [C:61]([O:60][C:58](=[O:59])[NH:32][C@H:23]([C@@H:24]1[CH2:28][C@@H:27]([CH2:29][CH3:30])[C:26](=[O:31])[O:25]1)[CH2:22][N:9]1[CH2:10][C:11](=[O:21])[N:12]([C:14]2[CH:19]=[CH:18][CH:17]=[CH:16][C:15]=2[CH3:20])[CH2:13][C:8]1([CH3:45])[CH3:7])([CH3:64])([CH3:63])[CH3:62]. The yield is 0.880. (4) The reactants are F[C:2]1[CH:7]=[CH:6][C:5]([N+:8]([O-:10])=[O:9])=[CH:4][CH:3]=1.[C:11]([O:15][C:16]([N:18]1[CH2:24][CH2:23][CH2:22][NH:21][CH2:20][CH2:19]1)=[O:17])([CH3:14])([CH3:13])[CH3:12].C(OCC)(=O)C.O. The catalyst is CS(C)=O. The product is [N+:8]([C:5]1[CH:6]=[CH:7][C:2]([N:21]2[CH2:22][CH2:23][CH2:24][N:18]([C:16]([O:15][C:11]([CH3:14])([CH3:13])[CH3:12])=[O:17])[CH2:19][CH2:20]2)=[CH:3][CH:4]=1)([O-:10])=[O:9]. The yield is 0.960. (5) The reactants are [O:1]1[CH:5]=[CH:4][C:3]([C:6]2[CH:7]=[C:8]([C:32]([F:35])([F:34])[F:33])[C:9]3[N:10]([C:12]([C:29]([CH3:31])=[CH2:30])=[C:13]([C:15]([N:17]4[CH2:22][CH2:21][CH:20]([N:23]5[CH2:27][CH2:26][O:25][C:24]5=[O:28])[CH2:19][CH2:18]4)=[O:16])[N:14]=3)[CH:11]=2)=[CH:2]1.C1(SC2C=CC=CC=2)C=CC=CC=1. The catalyst is CO.C(OCC)(=O)C.[Pd]. The product is [O:1]1[CH:5]=[CH:4][C:3]([C:6]2[CH:7]=[C:8]([C:32]([F:33])([F:34])[F:35])[C:9]3[N:10]([C:12]([CH:29]([CH3:31])[CH3:30])=[C:13]([C:15]([N:17]4[CH2:22][CH2:21][CH:20]([N:23]5[CH2:27][CH2:26][O:25][C:24]5=[O:28])[CH2:19][CH2:18]4)=[O:16])[N:14]=3)[CH:11]=2)=[CH:2]1. The yield is 0.700. (6) The reactants are [F:1][C:2]([F:11])([F:10])[C:3]1[CH:4]=[C:5]([SH:9])[CH:6]=[CH:7][CH:8]=1.[Br:12][C:13]1[CH:18]=[CH:17][C:16]([CH:19]2[CH2:24][CH:23](CS([O-])(=O)=O)[CH2:22][CH2:21][O:20]2)=[CH:15][CH:14]=1.C([O-])([O-])=O.[K+].[K+]. The catalyst is CN(C=O)C.O. The product is [Br:12][C:13]1[CH:14]=[CH:15][C:16]([CH:19]2[CH2:24][CH:23]([S:9][C:5]3[CH:6]=[CH:7][CH:8]=[C:3]([C:2]([F:1])([F:10])[F:11])[CH:4]=3)[CH2:22][CH2:21][O:20]2)=[CH:17][CH:18]=1. The yield is 0.456. (7) The reactants are [CH3:1][O:2][CH2:3][CH2:4][CH2:5][O:6][C:7]1[CH:12]=[CH:11][N:10]=[C:9]([CH2:13][S:14][C:15]2[NH:19][C:18]3[CH:20]=[CH:21][CH:22]=[CH:23][C:17]=3[N:16]=2)[C:8]=1[CH3:24].[OH-:25].[Na+]. The catalyst is ClCCl. The product is [CH3:1][O:2][CH2:3][CH2:4][CH2:5][O:6][C:7]1[CH:12]=[CH:11][N:10]=[C:9]([CH2:13][S:14]([C:15]2[NH:16][C:17]3[CH:23]=[CH:22][CH:21]=[CH:20][C:18]=3[N:19]=2)=[O:25])[C:8]=1[CH3:24]. The yield is 0.554. (8) The reactants are [Cl:1][S:2]([C:5]1[CH:6]=[CH:7][C:8]([O:14][CH3:15])=[C:9]([CH:13]=1)[C:10]([OH:12])=[O:11])(=[O:4])=[O:3].O=S(Cl)Cl.[C:20]1([CH3:32])[CH:25]=[CH:24][C:23]([S:26]([CH2:29][CH2:30]O)(=[O:28])=[O:27])=[CH:22][CH:21]=1. The catalyst is C(Cl)Cl. The product is [Cl:1][S:2]([C:5]1[CH:6]=[CH:7][C:8]([O:14][CH3:15])=[C:9]([CH:13]=1)[C:10]([O:12][CH2:30][CH2:29][S:26]([C:23]1[CH:24]=[CH:25][C:20]([CH3:32])=[CH:21][CH:22]=1)(=[O:28])=[O:27])=[O:11])(=[O:4])=[O:3]. The yield is 0.810.